This data is from Reaction yield outcomes from USPTO patents with 853,638 reactions. The task is: Predict the reaction yield, written as a fraction of the theoretical maximum amount of product (1.0 means a 100% yield; for example, 0.34 means a 34% yield). (1) The reactants are [Cl:1][C:2]1[CH:3]=[C:4]([CH:41]=[CH:42][C:43]=1F)[C:5]1[C:10]([C:11]2[CH:20]=[CH:19][C:18]3[C:13](=[CH:14][CH:15]=[C:16]([C:21]4[N:25]([CH:26]5[CH2:31][CH2:30][CH2:29][CH2:28][CH2:27]5)[C:24]5[CH:32]=[CH:33][C:34]([C:36]([OH:38])=[O:37])=[CH:35][C:23]=5[N:22]=4)[CH:17]=3)[N:12]=2)=[CH:9][C:8]([O:39][CH3:40])=[CH:7][CH:6]=1.COC(C1C=CC2N(C3CCCCC3)C(C3C=C4C(=CC=3)N=C(C3C=C(OC)C=CC=3Br)C=C4)=NC=2C=1)=O.ClC1C=C(B(O)O)C=CC=1. No catalyst specified. The product is [Cl:1][C:2]1[CH:3]=[C:4]([CH:41]=[CH:42][CH:43]=1)[C:5]1[C:10]([C:11]2[CH:20]=[CH:19][C:18]3[C:13](=[CH:14][CH:15]=[C:16]([C:21]4[N:25]([CH:26]5[CH2:31][CH2:30][CH2:29][CH2:28][CH2:27]5)[C:24]5[CH:32]=[CH:33][C:34]([C:36]([OH:38])=[O:37])=[CH:35][C:23]=5[N:22]=4)[CH:17]=3)[N:12]=2)=[CH:9][C:8]([O:39][CH3:40])=[CH:7][CH:6]=1. The yield is 0.170. (2) The reactants are [NH2:1][C:2]1[N:3]=[CH:4][C:5]2[CH2:11][N:10]([C:12]3[CH:13]=[C:14]([CH:18]=[CH:19][CH:20]=3)[C:15](O)=[O:16])[CH2:9][CH2:8][C:6]=2[N:7]=1.C(N(CC)C(C)C)(C)C.CN(C(ON1N=NC2C=CC=CC1=2)=[N+](C)C)C.F[P-](F)(F)(F)(F)F.[CH:54]([C:57]1[CH:63]=[CH:62][C:60]([NH2:61])=[CH:59][CH:58]=1)([CH3:56])[CH3:55].C([O-])([O-])=O.[Na+].[Na+]. The catalyst is CN(C=O)C.O. The product is [NH2:1][C:2]1[N:3]=[CH:4][C:5]2[CH2:11][N:10]([C:12]3[CH:13]=[C:14]([CH:18]=[CH:19][CH:20]=3)[C:15]([NH:61][C:60]3[CH:62]=[CH:63][C:57]([CH:54]([CH3:56])[CH3:55])=[CH:58][CH:59]=3)=[O:16])[CH2:9][CH2:8][C:6]=2[N:7]=1. The yield is 0.750. (3) The reactants are Cl[C:2]1[C:7]([C:8]#[N:9])=[C:6]([OH:10])[N:5]=[C:4]([CH3:11])[CH:3]=1.[CH3:12][O-:13].[Na+]. The catalyst is CO. The product is [OH:10][C:6]1[N:5]=[C:4]([CH3:11])[CH:3]=[C:2]([O:13][CH3:12])[C:7]=1[C:8]#[N:9]. The yield is 0.210. (4) The reactants are [F:1][C:2]1([F:13])[O:6][C:5]2[CH:7]=[CH:8][CH:9]=[C:10]([NH:11]N)[C:4]=2[O:3]1.Cl.[NH:15]1[CH2:20][CH2:19][C:18](=O)[CH2:17][CH2:16]1.Cl. The catalyst is C(O)C.O1CCOCC1. The product is [F:1][C:2]1([F:13])[O:6][C:5]2[CH:7]=[CH:8][C:9]3[C:17]4[CH2:16][NH:15][CH2:20][CH2:19][C:18]=4[NH:11][C:10]=3[C:4]=2[O:3]1. The yield is 0.130. (5) The reactants are [NH2:1][C:2]1[C:7]([Cl:8])=[C:6]([C:9]([O:11]C)=[O:10])[N:5]=[C:4]([C:13]2[CH:14]=[N:15][C:16]([Br:19])=[CH:17][CH:18]=2)[C:3]=1[F:20].[OH-].[Na+].Cl. The catalyst is C1COCC1.CO.O. The product is [NH2:1][C:2]1[C:7]([Cl:8])=[C:6]([C:9]([OH:11])=[O:10])[N:5]=[C:4]([C:13]2[CH:14]=[N:15][C:16]([Br:19])=[CH:17][CH:18]=2)[C:3]=1[F:20]. The yield is 0.343. (6) The reactants are [C:1]1([C:25]2[CH:30]=[CH:29][CH:28]=[CH:27][CH:26]=2)[CH:6]=[CH:5][C:4]([CH2:7][C@@H:8]([NH:17][C:18]([C:20]2[NH:21][N:22]=[N:23][CH:24]=2)=[O:19])[CH2:9][C@:10]([CH2:15][OH:16])([CH3:14])[C:11]([OH:13])=[O:12])=[CH:3][CH:2]=1.[CH3:31][O:32][CH2:33][CH2:34][O:35][CH2:36][CH2:37]O. The catalyst is Cl.O1CCOCC1. The product is [CH3:31][O:32][CH2:33][CH2:34][O:35][CH2:36][CH2:37][O:12][C:11](=[O:13])[C@@:10]([CH2:15][OH:16])([CH3:14])[CH2:9][C@H:8]([NH:17][C:18]([C:20]1[NH:21][N:22]=[N:23][CH:24]=1)=[O:19])[CH2:7][C:4]1[CH:5]=[CH:6][C:1]([C:25]2[CH:30]=[CH:29][CH:28]=[CH:27][CH:26]=2)=[CH:2][CH:3]=1. The yield is 0.950. (7) The product is [S:1]1[CH:5]=[CH:4][C:3]2[C:6]([O:11][C:9](=[O:10])[C:2]1=2)=[O:8]. The reactants are [S:1]1[CH:5]=[CH:4][C:3]([C:6]([OH:8])=O)=[C:2]1[C:9]([OH:11])=[O:10]. The catalyst is C(OC(=O)C)(=O)C. The yield is 0.500. (8) The reactants are Cl[CH2:2][C:3]1[NH:12][C:11](=[O:13])[C:10]2[C:5](=[CH:6][C:7]([O:16][CH3:17])=[C:8]([O:14][CH3:15])[CH:9]=2)[N:4]=1.[Cl:18][C:19]1[C:20]([O:42][CH3:43])=[CH:21][C:22]([O:40][CH3:41])=[C:23]([CH2:25][CH2:26][C:27]2([CH:35]3[CH2:39][CH2:38][CH2:37][CH2:36]3)[O:32][C:31](=[O:33])[CH2:30][C:29](=[O:34])[CH2:28]2)[CH:24]=1. No catalyst specified. The product is [Cl:18][C:19]1[C:20]([O:42][CH3:43])=[CH:21][C:22]([O:40][CH3:41])=[C:23]([CH2:25][CH2:26][C:27]2([CH:35]3[CH2:39][CH2:38][CH2:37][CH2:36]3)[O:32][C:31](=[O:33])[C:30]([CH2:2][C:3]3[NH:12][C:11](=[O:13])[C:10]4[C:5](=[CH:6][C:7]([O:16][CH3:17])=[C:8]([O:14][CH3:15])[CH:9]=4)[N:4]=3)=[C:29]([OH:34])[CH2:28]2)[CH:24]=1. The yield is 0.200. (9) The reactants are [C:1]([O:5][C:6](=[O:16])[NH:7][CH2:8][C:9]1[CH:14]=[CH:13][C:12]([Br:15])=[CH:11][CH:10]=1)([CH3:4])([CH3:3])[CH3:2].[CH3:17]I. The catalyst is CN(C=O)C. The product is [C:1]([O:5][C:6](=[O:16])[N:7]([CH2:8][C:9]1[CH:10]=[CH:11][C:12]([Br:15])=[CH:13][CH:14]=1)[CH3:17])([CH3:4])([CH3:2])[CH3:3]. The yield is 0.980.